Task: Predict which catalyst facilitates the given reaction.. Dataset: Catalyst prediction with 721,799 reactions and 888 catalyst types from USPTO (1) Reactant: [CH2:1]([CH:3]1[N:12]2[C:7](=[CH:8][C:9](=[O:18])[C:10]([C:13]([O:15][CH2:16][CH3:17])=[O:14])=[CH:11]2)[C:6]2[CH:19]=[C:20]([O:24][CH3:25])[C:21]([OH:23])=[CH:22][C:5]=2[CH2:4]1)[CH3:2].Br[CH2:27][CH3:28].C([O-])([O-])=O.[K+].[K+]. Product: [CH2:27]([O:23][C:21]1[C:20]([O:24][CH3:25])=[CH:19][C:6]2[C:7]3[N:12]([CH:3]([CH2:1][CH3:2])[CH2:4][C:5]=2[CH:22]=1)[CH:11]=[C:10]([C:13]([O:15][CH2:16][CH3:17])=[O:14])[C:9](=[O:18])[CH:8]=3)[CH3:28]. The catalyst class is: 3. (2) Reactant: Cl[C:2]1[N:7]=[C:6]([Cl:8])[N:5]=[C:4]([NH:9][C@H:10]([C:12]2[CH:17]=[CH:16][CH:15]=[CH:14][CH:13]=2)[CH3:11])[N:3]=1.[NH4+:18].[OH-]. Product: [Cl:8][C:6]1([NH2:18])[N:7]=[CH:2][N:3]=[C:4]([NH:9][C@H:10]([C:12]2[CH:17]=[CH:16][CH:15]=[CH:14][CH:13]=2)[CH3:11])[NH:5]1. The catalyst class is: 1. (3) Reactant: C[O:2][C:3](=O)[CH2:4][O:5][C:6]1[CH:7]=[N:8][C:9]([CH2:12][OH:13])=[CH:10][CH:11]=1.COC(=O)CCl.FC(F)(F)C(OC(=O)C(F)(F)F)=O.[NH3:34]. Product: [OH:13][CH2:12][C:9]1[N:8]=[CH:7][C:6]([O:5][CH2:4][C:3]([NH2:34])=[O:2])=[CH:11][CH:10]=1. The catalyst class is: 5. (4) Reactant: [F:1][C:2]1[N:7]=[C:6]([O:8][C:9]2[CH:15]=[CH:14][C:12]([NH2:13])=[CH:11][CH:10]=2)[CH:5]=[CH:4][CH:3]=1.O1CCOCC1.Cl.Cl[C:24]1[N:25]([CH2:39][C:40]2[CH:45]=[CH:44][C:43]([Cl:46])=[CH:42][CH:41]=2)[CH:26]=[C:27]([CH2:31][O:32][CH2:33][C:34]([O:36]CC)=[O:35])[C:28](=[O:30])[N:29]=1. Product: [Cl:46][C:43]1[CH:42]=[CH:41][C:40]([CH2:39][N:25]2[CH:26]=[C:27]([CH2:31][O:32][CH2:33][C:34]([OH:36])=[O:35])[C:28](=[O:30])[N:29]=[C:24]2[NH:13][C:12]2[CH:14]=[CH:15][C:9]([O:8][C:6]3[CH:5]=[CH:4][CH:3]=[C:2]([F:1])[N:7]=3)=[CH:10][CH:11]=2)=[CH:45][CH:44]=1. The catalyst class is: 8. (5) Reactant: [ClH:1].C(OC([N:9]1[CH2:12][CH:11]([C:13]2[C:14]([C:19]3[CH:24]=[CH:23][CH:22]=[CH:21][CH:20]=3)=[N:15][CH:16]=[CH:17][CH:18]=2)[CH2:10]1)=O)(C)(C)C. Product: [ClH:1].[NH:9]1[CH2:12][CH:11]([C:13]2[C:14]([C:19]3[CH:24]=[CH:23][CH:22]=[CH:21][CH:20]=3)=[N:15][CH:16]=[CH:17][CH:18]=2)[CH2:10]1. The catalyst class is: 5. (6) Reactant: C(OC(=O)[NH:7][C@H:8]1[CH2:11][C@@H:10]([NH:12][C:13]2[C:18]([C:19]#[N:20])=[CH:17][N:16]=[C:15]([NH:21][CH2:22][CH2:23][C:24]3[CH:29]=[CH:28][CH:27]=[C:26]([Cl:30])[CH:25]=3)[N:14]=2)[C:9]1([CH3:32])[CH3:31])(C)(C)C.C(O)(C(F)(F)F)=O. Product: [NH2:7][C@@H:8]1[CH2:11][C@H:10]([NH:12][C:13]2[C:18]([C:19]#[N:20])=[CH:17][N:16]=[C:15]([NH:21][CH2:22][CH2:23][C:24]3[CH:29]=[CH:28][CH:27]=[C:26]([Cl:30])[CH:25]=3)[N:14]=2)[C:9]1([CH3:32])[CH3:31]. The catalyst class is: 2.